Dataset: Full USPTO retrosynthesis dataset with 1.9M reactions from patents (1976-2016). Task: Predict the reactants needed to synthesize the given product. (1) Given the product [CH2:2]([C:9]1([NH:19][CH2:20][C:21]2[CH:22]=[CH:23][C:24]([O:27][CH3:28])=[CH:25][CH:26]=2)[CH2:18][CH2:17][C:12](=[O:13])[CH2:11][CH2:10]1)[C:3]1[CH:4]=[CH:5][CH:6]=[CH:7][CH:8]=1, predict the reactants needed to synthesize it. The reactants are: Cl.[CH2:2]([C:9]1([NH:19][CH2:20][C:21]2[CH:26]=[CH:25][C:24]([O:27][CH3:28])=[CH:23][CH:22]=2)[CH2:18][CH2:17][C:12]2(OCC[O:13]2)[CH2:11][CH2:10]1)[C:3]1[CH:8]=[CH:7][CH:6]=[CH:5][CH:4]=1.C(=O)([O-])[O-].[K+].[K+]. (2) Given the product [F:1][C:2]1([F:29])[CH2:7][CH2:6][CH:5]([CH2:8][NH:9][C:10]([C:12]2[C:13]3[CH:14]=[CH:15][C:16]([CH:23]4[CH2:27][CH2:26][CH:25]([N:30]5[CH2:34][CH2:33][CH2:32][CH2:31]5)[CH2:24]4)=[N:17][C:18]=3[CH:19]=[CH:20][C:21]=2[Cl:22])=[O:11])[CH2:4][CH2:3]1, predict the reactants needed to synthesize it. The reactants are: [F:1][C:2]1([F:29])[CH2:7][CH2:6][CH:5]([CH2:8][NH:9][C:10]([C:12]2[C:13]3[CH:14]=[CH:15][C:16]([CH:23]4[CH2:27][CH2:26][C:25](=O)[CH2:24]4)=[N:17][C:18]=3[CH:19]=[CH:20][C:21]=2[Cl:22])=[O:11])[CH2:4][CH2:3]1.[NH:30]1[CH2:34][CH2:33][CH2:32][CH2:31]1.C(O[BH-](OC(=O)C)OC(=O)C)(=O)C.[Na+]. (3) Given the product [C:7]1([C:1]2[CH:2]=[CH:3][CH:4]=[CH:5][CH:6]=2)[CH:8]=[CH:9][C:10]([CH2:11][NH:12][C:21]2[CH:22]=[N:23][CH:24]=[CH:16][C:17]=2[C:18]([OH:20])=[O:19])=[CH:13][CH:14]=1, predict the reactants needed to synthesize it. The reactants are: [C:1]1([C:7]2[CH:14]=[CH:13][C:10]([CH2:11][NH2:12])=[CH:9][CH:8]=2)[CH:6]=[CH:5][CH:4]=[CH:3][CH:2]=1.F[C:16]1[CH:24]=[N:23][CH:22]=[CH:21][C:17]=1[C:18]([OH:20])=[O:19]. (4) Given the product [NH3:7].[NH2:7][C:8]1[CH2:9][O:10][CH2:11][C@:12]([C:17]2[CH:22]=[C:21]([NH:23][C:24]([C:26]3[C:31]([CH2:32][O:33][CH3:34])=[CH:30][C:29]([Cl:35])=[CH:28][N:27]=3)=[O:25])[CH:20]=[CH:19][C:18]=2[F:36])([CH:14]([F:15])[F:16])[N:13]=1, predict the reactants needed to synthesize it. The reactants are: C(OC(=O)[NH:7][C:8]1[CH2:9][O:10][CH2:11][C@:12]([C:17]2[CH:22]=[C:21]([NH:23][C:24]([C:26]3[C:31]([CH2:32][O:33][CH3:34])=[CH:30][C:29]([Cl:35])=[CH:28][N:27]=3)=[O:25])[CH:20]=[CH:19][C:18]=2[F:36])([CH:14]([F:16])[F:15])[N:13]=1)(C)(C)C.C(O)(C(F)(F)F)=O. (5) Given the product [C:5]([O:9][C:10](=[O:23])[NH:11][C:12]1[S:13][CH:14]=[C:15]([C:17](=[O:22])[CH2:1][CH3:2])[N:16]=1)([CH3:8])([CH3:6])[CH3:7], predict the reactants needed to synthesize it. The reactants are: [CH2:1]([Mg]Cl)[CH3:2].[C:5]([O:9][C:10](=[O:23])[NH:11][C:12]1[S:13][CH:14]=[C:15]([C:17](=[O:22])N(OC)C)[N:16]=1)([CH3:8])([CH3:7])[CH3:6].